This data is from Forward reaction prediction with 1.9M reactions from USPTO patents (1976-2016). The task is: Predict the product of the given reaction. (1) Given the reactants [OH-].[Na+].[CH:3]([CH:6]([C@H:16]1[CH2:19][C@H:18](C2C=C([N+]([O-])=O)C=CC=2C([O-])=O)[CH2:17]1)[C:7]([CH:13]([CH3:15])[CH3:14])([CH:10]([CH3:12])[CH3:11])[O:8][SiH3:9])([CH3:5])[CH3:4].CC(O)=[O:34], predict the reaction product. The product is: [CH:3]([CH:6]([C@H:16]1[CH2:17][C@H:18]([OH:34])[CH2:19]1)[C:7]([CH:10]([CH3:11])[CH3:12])([CH:13]([CH3:15])[CH3:14])[O:8][SiH3:9])([CH3:4])[CH3:5]. (2) Given the reactants [Br:1]N1C(=O)CCC1=O.[Cl:9][C:10]1[C:11]2[N:12]([C:16]([CH:19]3[CH2:39][N:23]4[C:24](=[O:38])[CH2:25][N:26]([C:28]([O:30][CH2:31][C:32]5[CH:37]=[CH:36][CH:35]=[CH:34][CH:33]=5)=[O:29])[CH2:27][CH:22]4[CH2:21][CH2:20]3)=[N:17][CH:18]=2)[CH:13]=[CH:14][N:15]=1, predict the reaction product. The product is: [CH2:31]([O:30][C:28]([N:26]1[CH2:25][C:24](=[O:38])[N:23]2[CH2:39][C@H:19]([C:16]3[N:12]4[CH:13]=[CH:14][N:15]=[C:10]([Cl:9])[C:11]4=[C:18]([Br:1])[N:17]=3)[CH2:20][CH2:21][C@@H:22]2[CH2:27]1)=[O:29])[C:32]1[CH:37]=[CH:36][CH:35]=[CH:34][CH:33]=1. (3) Given the reactants [N:1]1([CH2:6][CH2:7]O)[CH:5]=[CH:4][CH:3]=[N:2]1.[C:9]1(=[O:19])[NH:13][C:12](=[O:14])[C:11]2=[CH:15][CH:16]=[CH:17][CH:18]=[C:10]12.C1(P(C2C=CC=CC=2)C2C=CC=CC=2)C=CC=CC=1.N(C(OC(C)C)=O)=NC(OC(C)C)=O, predict the reaction product. The product is: [C:9]1(=[O:19])[N:13]([CH2:7][CH2:6][N:1]2[CH:5]=[CH:4][CH:3]=[N:2]2)[C:12](=[O:14])[C:11]2=[CH:15][CH:16]=[CH:17][CH:18]=[C:10]12. (4) Given the reactants [CH:1]1([C:4]2[C:5]([N:24]([C:29]3[CH:34]=[CH:33][C:32]([N+:35]([O-])=O)=[C:31]([CH3:38])[CH:30]=3)[S:25]([CH3:28])(=[O:27])=[O:26])=[CH:6][C:7]3[O:11][C:10]([C:12]4[CH:17]=[CH:16][C:15]([F:18])=[CH:14][CH:13]=4)=[C:9]([C:19]([NH:21][CH3:22])=[O:20])[C:8]=3[CH:23]=2)[CH2:3][CH2:2]1, predict the reaction product. The product is: [NH2:35][C:32]1[CH:33]=[CH:34][C:29]([N:24]([C:5]2[C:4]([CH:1]3[CH2:3][CH2:2]3)=[CH:23][C:8]3[C:9]([C:19]([NH:21][CH3:22])=[O:20])=[C:10]([C:12]4[CH:13]=[CH:14][C:15]([F:18])=[CH:16][CH:17]=4)[O:11][C:7]=3[CH:6]=2)[S:25]([CH3:28])(=[O:27])=[O:26])=[CH:30][C:31]=1[CH3:38]. (5) Given the reactants CO[C:3](=[O:25])[C:4]1[CH:9]=[CH:8][C:7]([NH:10][CH2:11][C:12]2[C:13]([C:18]3[CH:23]=[CH:22][C:21]([F:24])=[CH:20][CH:19]=3)=[N:14][O:15][C:16]=2[CH3:17])=[N:6][CH:5]=1.[NH2:26][CH2:27][CH:28]1[CH2:30][CH2:29]1, predict the reaction product. The product is: [CH:28]1([CH2:27][NH:26][C:3](=[O:25])[C:4]2[CH:9]=[CH:8][C:7]([NH:10][CH2:11][C:12]3[C:13]([C:18]4[CH:23]=[CH:22][C:21]([F:24])=[CH:20][CH:19]=4)=[N:14][O:15][C:16]=3[CH3:17])=[N:6][CH:5]=2)[CH2:30][CH2:29]1.